Dataset: Reaction yield outcomes from USPTO patents with 853,638 reactions. Task: Predict the reaction yield, written as a fraction of the theoretical maximum amount of product (1.0 means a 100% yield; for example, 0.34 means a 34% yield). (1) The reactants are [Cl:1][C:2]1[CH:3]=[C:4]([NH:8][S:9]([C:12]2[CH:13]=[C:14]3[C:18](=[CH:19][CH:20]=2)[NH:17][C:16](=[O:21])[CH2:15]3)(=[O:11])=[O:10])[CH:5]=[CH:6][CH:7]=1.[N:22]1([CH2:27][CH2:28][NH:29][C:30]([C:32]2[C:36]([CH3:37])=[C:35]([CH:38]=O)[NH:34][C:33]=2[CH3:40])=[O:31])[CH2:26][CH2:25][CH2:24][CH2:23]1. No catalyst specified. The product is [N:22]1([CH2:27][CH2:28][NH:29][C:30]([C:32]2[C:36]([CH3:37])=[C:35]([CH:38]=[C:15]3[C:14]4[C:18](=[CH:19][CH:20]=[C:12]([S:9](=[O:11])(=[O:10])[NH:8][C:4]5[CH:5]=[CH:6][CH:7]=[C:2]([Cl:1])[CH:3]=5)[CH:13]=4)[NH:17][C:16]3=[O:21])[NH:34][C:33]=2[CH3:40])=[O:31])[CH2:26][CH2:25][CH2:24][CH2:23]1. The yield is 0.690. (2) The reactants are Cl[C:2]1[N:7]=[C:6]([C:8]([O:10][CH2:11][CH3:12])=[O:9])[C:5]([F:13])=[CH:4][N:3]=1.[Br:14][C:15]1[CH:16]=[CH:17][C:18]([F:24])=[C:19](B(O)O)[CH:20]=1. No catalyst specified. The product is [Br:14][C:15]1[CH:20]=[CH:19][C:18]([F:24])=[C:17]([C:2]2[N:7]=[C:6]([C:8]([O:10][CH2:11][CH3:12])=[O:9])[C:5]([F:13])=[CH:4][N:3]=2)[CH:16]=1. The yield is 0.370. (3) The reactants are [N:1](=[C:3]1[CH2:8][CH2:7][C@H:6]2[C@H:9]3[C@H:19]([CH2:20][CH2:21][C@:4]12[CH3:5])[C@:17]1([CH3:18])[C:12]([CH2:13][C@@H:14]([OH:22])[CH2:15][CH2:16]1)=[CH:11][CH2:10]3)[OH:2].C1(N=C=NC2CCCCC2)CCCCC1.[N+:38]([C:41]1[CH:49]=[CH:48][C:44]([C:45](O)=[O:46])=[CH:43][CH:42]=1)([O-:40])=[O:39]. The catalyst is ClCCl. The product is [N+:38]([C:41]1[CH:42]=[CH:43][C:44]([C:45]([O:22][C@H:14]2[CH2:15][CH2:16][C@@:17]3([CH3:18])[C:12](=[CH:11][CH2:10][C@@H:9]4[C@@H:19]3[CH2:20][CH2:21][C@@:4]3([CH3:5])[C@H:6]4[CH2:7][CH2:8][C:3]3=[N:1][OH:2])[CH2:13]2)=[O:46])=[CH:48][CH:49]=1)([O-:40])=[O:39]. The yield is 0.680. (4) The reactants are CS(O[CH2:6][CH2:7][NH:8][C:9]1[C:13]([C:14]2[N:18]([C:19]3[CH:24]=[CH:23][C:22]([F:25])=[C:21]([Br:26])[CH:20]=3)[C:17](=[O:27])[O:16][N:15]=2)=[N:12][O:11][N:10]=1)(=O)=O.[N-:28]=[N+:29]=[N-:30].[Na+]. The catalyst is CN(C)C=O. The product is [N:28]([CH2:6][CH2:7][NH:8][C:9]1[C:13]([C:14]2[N:18]([C:19]3[CH:24]=[CH:23][C:22]([F:25])=[C:21]([Br:26])[CH:20]=3)[C:17](=[O:27])[O:16][N:15]=2)=[N:12][O:11][N:10]=1)=[N+:29]=[N-:30]. The yield is 0.770. (5) The reactants are [F:1][C:2]1[CH:7]=[CH:6][C:5]([C:8]2[O:9][C:10]3[CH:20]=[CH:19][C:18]([OH:21])=[C:17]([CH2:22]/[CH:23]=[CH:24]/[C:25]([O:27][CH3:28])=[O:26])[C:11]=3[C:12]=2[C:13]([NH:15][CH3:16])=[O:14])=[CH:4][CH:3]=1.C([O-])([O-])=O.[Na+].[Na+]. The catalyst is CO. The product is [F:1][C:2]1[CH:3]=[CH:4][C:5]([C:8]2[O:9][C:10]3[CH:20]=[CH:19][C:18]4[O:21][CH:23]([CH2:24][C:25]([O:27][CH3:28])=[O:26])[CH2:22][C:17]=4[C:11]=3[C:12]=2[C:13]([NH:15][CH3:16])=[O:14])=[CH:6][CH:7]=1. The yield is 0.930.